Dataset: Catalyst prediction with 721,799 reactions and 888 catalyst types from USPTO. Task: Predict which catalyst facilitates the given reaction. (1) Reactant: O[CH:2]([C:10]1[C:15]2[CH2:16][C:17]([CH3:20])([CH3:19])[O:18][C:14]=2[C:13]([O:21][CH3:22])=[CH:12][CH:11]=1)[CH2:3][C:4]1[CH:9]=[CH:8][N:7]=[CH:6][CH:5]=1.C([SiH](CC)CC)C.C(=O)(O)[O-].[Na+]. Product: [CH3:22][O:21][C:13]1[C:14]2[O:18][C:17]([CH3:20])([CH3:19])[CH2:16][C:15]=2[C:10]([CH2:2][CH2:3][C:4]2[CH:9]=[CH:8][N:7]=[CH:6][CH:5]=2)=[CH:11][CH:12]=1. The catalyst class is: 2. (2) Reactant: [C:1]1([CH2:17]O)[C:14]2[C:15]3=[C:16]4[C:11](=[CH:12][CH:13]=2)[CH:10]=[CH:9][CH:8]=[C:7]4[CH:6]=[CH:5][C:4]3=[CH:3][CH:2]=1.P(Br)(Br)[Br:20].CCOCC.O. Product: [Br:20][CH2:17][C:1]1[C:14]2[C:15]3=[C:16]4[C:11](=[CH:12][CH:13]=2)[CH:10]=[CH:9][CH:8]=[C:7]4[CH:6]=[CH:5][C:4]3=[CH:3][CH:2]=1. The catalyst class is: 48. (3) Reactant: [Cl:1][C:2]1[C:3]([C:12]2([C:15](OC)=[O:16])[CH2:14][CH2:13]2)=[N:4][CH:5]=[C:6]([C:8]([F:11])([F:10])[F:9])[CH:7]=1.[H-].C([Al+]C(C)C)(C)C.[Cl-].[NH4+].Cl. Product: [Cl:1][C:2]1[C:3]([C:12]2([CH2:15][OH:16])[CH2:14][CH2:13]2)=[N:4][CH:5]=[C:6]([C:8]([F:11])([F:9])[F:10])[CH:7]=1. The catalyst class is: 11. (4) Reactant: [N:1]1[CH:6]=[CH:5][C:4]([C:7]2[C:17]3[C:12](=[CH:13][CH:14]=[CH:15][CH:16]=3)[C:10](=O)[O:9][CH:8]=2)=[CH:3][CH:2]=1.Cl.C(=O)([O-])[O-].[K+].[K+].[NH3:25]. Product: [N:1]1[CH:6]=[CH:5][C:4]([C:7]2[C:17]3[C:12](=[CH:13][CH:14]=[CH:15][CH:16]=3)[C:10](=[O:9])[NH:25][CH:8]=2)=[CH:3][CH:2]=1. The catalyst class is: 8. (5) Reactant: [O:1]=[C:2]1[CH:6]([C:7]([O:9]C)=[O:8])[CH2:5][CH2:4][N:3]1[C:11]1[CH:12]=[N:13][CH:14]=[CH:15][CH:16]=1.O[Li].O. Product: [O:1]=[C:2]1[CH:6]([C:7]([OH:9])=[O:8])[CH2:5][CH2:4][N:3]1[C:11]1[CH:12]=[N:13][CH:14]=[CH:15][CH:16]=1. The catalyst class is: 20.